Dataset: Catalyst prediction with 721,799 reactions and 888 catalyst types from USPTO. Task: Predict which catalyst facilitates the given reaction. Reactant: [NH2:1][C:2]1[CH:3]=[C:4]([NH:8][C:9](=[O:18])[C:10]2[CH:15]=[CH:14][C:13]([F:16])=[CH:12][C:11]=2[Cl:17])[CH:5]=[CH:6][CH:7]=1.[C:19]([O:23][C:24]([N:26]1[CH2:31][CH2:30][C:29](=O)[CH2:28][C@@H:27]1[CH3:33])=[O:25])([CH3:22])([CH3:21])[CH3:20].C(O)(=O)C.C(O[BH-](OC(=O)C)OC(=O)C)(=O)C.[Na+]. Product: [C:19]([O:23][C:24]([N:26]1[CH2:31][CH2:30][C@H:29]([NH:1][C:2]2[CH:7]=[CH:6][CH:5]=[C:4]([NH:8][C:9](=[O:18])[C:10]3[CH:15]=[CH:14][C:13]([F:16])=[CH:12][C:11]=3[Cl:17])[CH:3]=2)[CH2:28][C@@H:27]1[CH3:33])=[O:25])([CH3:22])([CH3:20])[CH3:21]. The catalyst class is: 83.